Dataset: NCI-60 drug combinations with 297,098 pairs across 59 cell lines. Task: Regression. Given two drug SMILES strings and cell line genomic features, predict the synergy score measuring deviation from expected non-interaction effect. (1) Drug 1: C1=CC(=CC=C1CCCC(=O)O)N(CCCl)CCCl. Drug 2: CC1=C(C(=O)C2=C(C1=O)N3CC4C(C3(C2COC(=O)N)OC)N4)N. Cell line: HCT-15. Synergy scores: CSS=43.5, Synergy_ZIP=-7.83, Synergy_Bliss=-2.01, Synergy_Loewe=-16.1, Synergy_HSA=1.54. (2) Drug 1: CC1=C2C(C(=O)C3(C(CC4C(C3C(C(C2(C)C)(CC1OC(=O)C(C(C5=CC=CC=C5)NC(=O)OC(C)(C)C)O)O)OC(=O)C6=CC=CC=C6)(CO4)OC(=O)C)OC)C)OC. Drug 2: CC1=C(C(CCC1)(C)C)C=CC(=CC=CC(=CC(=O)O)C)C. Cell line: NCI-H226. Synergy scores: CSS=35.6, Synergy_ZIP=6.38, Synergy_Bliss=8.33, Synergy_Loewe=-5.72, Synergy_HSA=9.31. (3) Drug 1: C1CC(=O)NC(=O)C1N2CC3=C(C2=O)C=CC=C3N. Drug 2: CC1C(C(CC(O1)OC2CC(CC3=C2C(=C4C(=C3O)C(=O)C5=C(C4=O)C(=CC=C5)OC)O)(C(=O)CO)O)N)O.Cl. Cell line: HCT116. Synergy scores: CSS=35.1, Synergy_ZIP=4.01, Synergy_Bliss=1.11, Synergy_Loewe=-15.3, Synergy_HSA=1.24.